This data is from Reaction yield outcomes from USPTO patents with 853,638 reactions. The task is: Predict the reaction yield, written as a fraction of the theoretical maximum amount of product (1.0 means a 100% yield; for example, 0.34 means a 34% yield). (1) The reactants are [CH:1]1([C:4]2([OH:18])[CH2:9][CH2:8][N:7](C(OC(C)(C)C)=O)[CH2:6][CH:5]2[F:17])[CH2:3][CH2:2]1.[F:19][C:20]([F:25])([F:24])[C:21]([OH:23])=[O:22]. The catalyst is ClCCl. The product is [F:19][C:20]([F:25])([F:24])[C:21]([OH:23])=[O:22].[CH:1]1([C:4]2([OH:18])[CH2:9][CH2:8][NH:7][CH2:6][CH:5]2[F:17])[CH2:3][CH2:2]1. The yield is 0.740. (2) The reactants are P(Br)(Br)[Br:2].[F:5][C:6]([F:22])([F:21])[O:7][C:8]1[CH:13]=[CH:12][C:11]([N:14]2[CH:18]=[C:17]([CH2:19]O)[CH:16]=[N:15]2)=[CH:10][CH:9]=1. The catalyst is CCOCC. The product is [Br:2][CH2:19][C:17]1[CH:16]=[N:15][N:14]([C:11]2[CH:12]=[CH:13][C:8]([O:7][C:6]([F:22])([F:21])[F:5])=[CH:9][CH:10]=2)[CH:18]=1. The yield is 0.810. (3) The yield is 0.900. The catalyst is C1(C)C=CC=CC=1.C1C=CC([P]([Pd]([P](C2C=CC=CC=2)(C2C=CC=CC=2)C2C=CC=CC=2)([P](C2C=CC=CC=2)(C2C=CC=CC=2)C2C=CC=CC=2)[P](C2C=CC=CC=2)(C2C=CC=CC=2)C2C=CC=CC=2)(C2C=CC=CC=2)C2C=CC=CC=2)=CC=1. The reactants are Br[C:2]1[CH:3]=[C:4]([CH:8]([C:23]2([OH:29])[CH2:28][CH2:27][CH2:26][CH2:25][CH2:24]2)[CH2:9][N:10]2[CH2:15][CH2:14][N:13]([C:16]([O:18][C:19]([CH3:22])([CH3:21])[CH3:20])=[O:17])[CH2:12][CH2:11]2)[CH:5]=[CH:6][CH:7]=1.[CH2:30]([Sn](CCCC)(CCCC)C=C)[CH2:31]CC. The product is [OH:29][C:23]1([CH:8]([C:4]2[CH:5]=[CH:6][CH:7]=[C:2]([CH:30]=[CH2:31])[CH:3]=2)[CH2:9][N:10]2[CH2:15][CH2:14][N:13]([C:16]([O:18][C:19]([CH3:22])([CH3:21])[CH3:20])=[O:17])[CH2:12][CH2:11]2)[CH2:28][CH2:27][CH2:26][CH2:25][CH2:24]1. (4) The reactants are C([O:4][CH2:5][CH:6]([C:19]1[O:20][C:21]([Br:34])=[C:22]([C:24]2[CH:29]=[CH:28][C:27]([C:30]([F:33])([F:32])[F:31])=[CH:26][CH:25]=2)[N:23]=1)[O:7][C:8]1[CH:13]=[CH:12][C:11]([F:14])=[C:10]([C:15](=[O:17])[NH2:16])[C:9]=1[F:18])(=O)C.C([O-])([O-])=O.[K+].[K+]. The catalyst is CO.O. The product is [Br:34][C:21]1[O:20][C:19]([CH:6]([O:7][C:8]2[C:9]([F:18])=[C:10]([C:11]([F:14])=[CH:12][CH:13]=2)[C:15]([NH2:16])=[O:17])[CH2:5][OH:4])=[N:23][C:22]=1[C:24]1[CH:29]=[CH:28][C:27]([C:30]([F:31])([F:32])[F:33])=[CH:26][CH:25]=1. The yield is 0.900. (5) The reactants are OC1C=C2C(C=C(C(O)=O)C=N2)=CC=1.C[O:16][C:17]1[CH:26]=[C:25]2[C:20]([CH:21]=[C:22]([C:27]([O:29][CH2:30][CH3:31])=[O:28])[CH:23]=[N:24]2)=[CH:19][CH:18]=1. The catalyst is Br. The product is [OH:16][C:17]1[CH:26]=[C:25]2[C:20]([CH:21]=[C:22]([C:27]([O:29][CH2:30][CH3:31])=[O:28])[CH:23]=[N:24]2)=[CH:19][CH:18]=1. The yield is 0.900.